Dataset: Forward reaction prediction with 1.9M reactions from USPTO patents (1976-2016). Task: Predict the product of the given reaction. (1) The product is: [CH2:3]([NH:11][C:12]1[N:22]=[CH:21][CH:20]=[CH:19][C:13]=1[C:14]([OH:16])=[O:15])[CH2:4][C:5]1[CH:6]=[CH:7][CH:8]=[CH:9][CH:10]=1. Given the reactants [OH-].[Li+].[CH2:3]([NH:11][C:12]1[N:22]=[CH:21][CH:20]=[CH:19][C:13]=1[C:14]([O:16]CC)=[O:15])[CH2:4][C:5]1[CH:10]=[CH:9][CH:8]=[CH:7][CH:6]=1, predict the reaction product. (2) Given the reactants [OH:1][C:2]1[CH:11]=[CH:10][C:5]2[CH2:6][O:7][B:8]([OH:9])[C:4]=2[CH:3]=1.[H-].[Na+].Br[CH:15]([CH3:21])[C:16]([O:18][CH2:19][CH3:20])=[O:17].Cl, predict the reaction product. The product is: [CH2:19]([O:18][C:16](=[O:17])[CH:15]([O:1][C:2]1[CH:11]=[CH:10][C:5]2[CH2:6][O:7][B:8]([OH:9])[C:4]=2[CH:3]=1)[CH3:21])[CH3:20].